Dataset: Forward reaction prediction with 1.9M reactions from USPTO patents (1976-2016). Task: Predict the product of the given reaction. (1) Given the reactants [F:1][C:2]([F:13])([F:12])[C:3]1[CH:8]=[CH:7][C:6]([C:9](=[O:11])[CH3:10])=[CH:5][CH:4]=1.CO[CH:16](OC)[N:17]([CH3:19])[CH3:18], predict the reaction product. The product is: [CH3:16][N:17]([CH3:19])[CH:18]=[CH:10][C:9]([C:6]1[CH:5]=[CH:4][C:3]([C:2]([F:12])([F:13])[F:1])=[CH:8][CH:7]=1)=[O:11]. (2) Given the reactants [N:1]1([C:6]2[CH2:11][CH2:10][C:9]([CH3:13])([CH3:12])[CH:8]([NH2:14])[CH:7]=2)[CH:5]=[CH:4][N:3]=[CH:2]1.F[C:16]1[CH:21]=[CH:20][C:19]([N+:22]([O-:24])=[O:23])=[C:18]([CH3:25])[CH:17]=1.CCN(C(C)C)C(C)C, predict the reaction product. The product is: [N:1]1([C:6]2[CH2:11][CH2:10][C:9]([CH3:12])([CH3:13])[CH:8]([NH:14][C:16]3[CH:21]=[CH:20][C:19]([N+:22]([O-:24])=[O:23])=[C:18]([CH3:25])[CH:17]=3)[CH:7]=2)[CH:5]=[CH:4][N:3]=[CH:2]1. (3) The product is: [NH2:22][C:2]1[C:3]2[CH:10]=[CH:9][N:8]([C@@H:11]3[O:17][C@H:16]([CH2:18][OH:19])[C@@H:14]([OH:15])[C@@:12]3([CH2:20][CH3:21])[OH:13])[C:4]=2[N:5]=[CH:6][N:7]=1. Given the reactants Cl[C:2]1[C:3]2[CH:10]=[CH:9][N:8]([C@@H:11]3[O:17][C@H:16]([CH2:18][OH:19])[C@@H:14]([OH:15])[C@@:12]3([CH2:20][CH3:21])[OH:13])[C:4]=2[N:5]=[CH:6][N:7]=1.[NH3:22], predict the reaction product. (4) The product is: [C:20]([NH:5][CH2:4][C:3]1[C:2]([Br:1])=[CH:9][C:8]([C:10]([OH:12])=[O:11])=[CH:7][C:6]=1[Br:13])([O:22][CH2:23][CH:24]1[C:25]2[C:30](=[CH:29][CH:28]=[CH:27][CH:26]=2)[C:31]2[C:36]1=[CH:35][CH:34]=[CH:33][CH:32]=2)=[O:21]. Given the reactants [Br:1][C:2]1[CH:9]=[C:8]([C:10]([OH:12])=[O:11])[CH:7]=[C:6]([Br:13])[C:3]=1[CH2:4][NH2:5].C([O-])([O-])=O.[Na+].[Na+].[C:20](ON1C(=O)CCC1=O)([O:22][CH2:23][CH:24]1[C:36]2[C:31](=[CH:32][CH:33]=[CH:34][CH:35]=2)[C:30]2[C:25]1=[CH:26][CH:27]=[CH:28][CH:29]=2)=[O:21], predict the reaction product. (5) Given the reactants [Cl:1][S:2]([C:5]1[CH:6]=[C:7]([CH:11]=[CH:12][C:13]=1[F:14])[C:8](Cl)=[O:9])(=[O:4])=[O:3].[NH:15]1[C:19]2[CH:20]=[CH:21][CH:22]=[CH:23][C:18]=2[NH:17][C:16]1=[CH:24][C:25]([C:27]1[CH:32]=[CH:31][CH:30]=[C:29]([F:33])[CH:28]=1)=[O:26], predict the reaction product. The product is: [NH:15]1[C:19]2[CH:20]=[CH:21][CH:22]=[CH:23][C:18]=2[NH:17][C:16]1=[C:24]([C:25]([C:27]1[CH:32]=[CH:31][CH:30]=[C:29]([F:33])[CH:28]=1)=[O:26])[C:8]([C:7]1[CH:11]=[CH:12][C:13]([F:14])=[C:5]([S:2]([Cl:1])(=[O:4])=[O:3])[CH:6]=1)=[O:9]. (6) Given the reactants [F:1][C:2]1[CH:7]=[CH:6][C:5]([CH:8](O)[CH2:9][C:10]2[N:11](C(OC(C)(C)C)=O)[C@H:12]([C:21]3[CH:26]=[CH:25][CH:24]=[CH:23][CH:22]=3)[C@H:13]([C:15]3[CH:20]=[CH:19][CH:18]=[CH:17][CH:16]=3)[N:14]=2)=[CH:4][CH:3]=1.C(O)(C(F)(F)F)=O, predict the reaction product. The product is: [F:1][C:2]1[CH:3]=[CH:4][C:5](/[CH:8]=[CH:9]/[C:10]2[NH:14][C@H:13]([C:15]3[CH:16]=[CH:17][CH:18]=[CH:19][CH:20]=3)[C@H:12]([C:21]3[CH:26]=[CH:25][CH:24]=[CH:23][CH:22]=3)[N:11]=2)=[CH:6][CH:7]=1. (7) Given the reactants [Br:1][C:2]1[CH:7]=[CH:6][C:5]([CH2:8][CH2:9][CH2:10][C:11]([OH:13])=O)=[C:4]([F:14])[CH:3]=1.CN(C=O)C.C(Cl)(=O)C(Cl)=O.[Cl-].[Al+3].[Cl-].[Cl-], predict the reaction product. The product is: [Br:1][C:2]1[CH:7]=[C:6]2[C:5]([CH2:8][CH2:9][CH2:10][C:11]2=[O:13])=[C:4]([F:14])[CH:3]=1.